This data is from Full USPTO retrosynthesis dataset with 1.9M reactions from patents (1976-2016). The task is: Predict the reactants needed to synthesize the given product. (1) Given the product [Cl:17][C:2]1[N:7]=[CH:6][N:5]([CH:8]2[CH2:13][CH2:12][O:11][CH2:10][CH2:9]2)[C:4](=[O:14])[CH:3]=1, predict the reactants needed to synthesize it. The reactants are: O[C:2]1[N:7]=[CH:6][N:5]([CH:8]2[CH2:13][CH2:12][O:11][CH2:10][CH2:9]2)[C:4](=[O:14])[CH:3]=1.P(Cl)(Cl)([Cl:17])=O.C(=O)([O-])O.[Na+]. (2) The reactants are: [Cl:1][C:2]1[CH:10]=[C:9]2[C:5]([C:6]([C:20]#[N:21])=[C:7]([C:12]3[CH:13]=[N:14][CH:15]=[C:16]([CH:18]=O)[CH:17]=3)[N:8]2[CH3:11])=[CH:4][CH:3]=1.[C:22]([O:26][C:27]([N:29]1[CH2:33][CH2:32][C@H:31]([NH2:34])[CH2:30]1)=[O:28])([CH3:25])([CH3:24])[CH3:23]. Given the product [C:22]([O:26][C:27]([N:29]1[CH2:33][CH2:32][C@H:31]([NH:34][CH2:18][C:16]2[CH:15]=[N:14][CH:13]=[C:12]([C:7]3[N:8]([CH3:11])[C:9]4[C:5]([C:6]=3[C:20]#[N:21])=[CH:4][CH:3]=[C:2]([Cl:1])[CH:10]=4)[CH:17]=2)[CH2:30]1)=[O:28])([CH3:25])([CH3:23])[CH3:24], predict the reactants needed to synthesize it.